From a dataset of NCI-60 drug combinations with 297,098 pairs across 59 cell lines. Regression. Given two drug SMILES strings and cell line genomic features, predict the synergy score measuring deviation from expected non-interaction effect. (1) Drug 1: CCC1(CC2CC(C3=C(CCN(C2)C1)C4=CC=CC=C4N3)(C5=C(C=C6C(=C5)C78CCN9C7C(C=CC9)(C(C(C8N6C=O)(C(=O)OC)O)OC(=O)C)CC)OC)C(=O)OC)O.OS(=O)(=O)O. Drug 2: CC1=C(N=C(N=C1N)C(CC(=O)N)NCC(C(=O)N)N)C(=O)NC(C(C2=CN=CN2)OC3C(C(C(C(O3)CO)O)O)OC4C(C(C(C(O4)CO)O)OC(=O)N)O)C(=O)NC(C)C(C(C)C(=O)NC(C(C)O)C(=O)NCCC5=NC(=CS5)C6=NC(=CS6)C(=O)NCCC[S+](C)C)O. Cell line: HOP-92. Synergy scores: CSS=20.3, Synergy_ZIP=-9.08, Synergy_Bliss=1.79, Synergy_Loewe=-5.97, Synergy_HSA=-0.554. (2) Drug 1: CC12CCC(CC1=CCC3C2CCC4(C3CC=C4C5=CN=CC=C5)C)O. Drug 2: C1CN(P(=O)(OC1)NCCCl)CCCl. Cell line: MDA-MB-231. Synergy scores: CSS=1.77, Synergy_ZIP=-1.92, Synergy_Bliss=0.0182, Synergy_Loewe=0.594, Synergy_HSA=0.452. (3) Drug 1: CC(C)(C#N)C1=CC(=CC(=C1)CN2C=NC=N2)C(C)(C)C#N. Drug 2: CN(C(=O)NC(C=O)C(C(C(CO)O)O)O)N=O. Cell line: MALME-3M. Synergy scores: CSS=-7.31, Synergy_ZIP=6.02, Synergy_Bliss=7.85, Synergy_Loewe=-4.25, Synergy_HSA=-3.90. (4) Drug 1: CNC(=O)C1=CC=CC=C1SC2=CC3=C(C=C2)C(=NN3)C=CC4=CC=CC=N4. Synergy scores: CSS=39.1, Synergy_ZIP=-0.815, Synergy_Bliss=-1.41, Synergy_Loewe=-11.9, Synergy_HSA=0.401. Drug 2: CC1C(C(CC(O1)OC2CC(CC3=C2C(=C4C(=C3O)C(=O)C5=CC=CC=C5C4=O)O)(C(=O)C)O)N)O. Cell line: HCT116. (5) Drug 1: C1CCC(CC1)NC(=O)N(CCCl)N=O. Drug 2: CC12CCC3C(C1CCC2O)C(CC4=C3C=CC(=C4)O)CCCCCCCCCS(=O)CCCC(C(F)(F)F)(F)F. Cell line: SW-620. Synergy scores: CSS=18.6, Synergy_ZIP=-5.96, Synergy_Bliss=-2.42, Synergy_Loewe=-3.33, Synergy_HSA=-3.39. (6) Drug 1: CC1=C(C=C(C=C1)NC2=NC=CC(=N2)N(C)C3=CC4=NN(C(=C4C=C3)C)C)S(=O)(=O)N.Cl. Drug 2: CN(C)N=NC1=C(NC=N1)C(=O)N. Cell line: COLO 205. Synergy scores: CSS=-9.91, Synergy_ZIP=2.65, Synergy_Bliss=-4.89, Synergy_Loewe=-12.8, Synergy_HSA=-12.5. (7) Drug 1: C1CC(C1)(C(=O)O)C(=O)O.[NH2-].[NH2-].[Pt+2]. Drug 2: C1CNP(=O)(OC1)N(CCCl)CCCl. Cell line: ACHN. Synergy scores: CSS=9.44, Synergy_ZIP=-6.98, Synergy_Bliss=-2.29, Synergy_Loewe=-0.662, Synergy_HSA=-0.648.